From a dataset of Reaction yield outcomes from USPTO patents with 853,638 reactions. Predict the reaction yield, written as a fraction of the theoretical maximum amount of product (1.0 means a 100% yield; for example, 0.34 means a 34% yield). The reactants are C(OC([NH:8][C:9]1([C:42](O)=[O:43])[CH2:14][CH2:13][N:12]([C:15]2[CH:20]=[CH:19][CH:18]=[C:17]([C:21]3[C:29]4[C:24](=[CH:25][N:26]=[C:27]([C:30]5[CH:31]=[N:32][CH:33]=[CH:34][CH:35]=5)[CH:28]=4)[N:23](C4CCCCO4)[N:22]=3)[N:16]=2)[CH2:11][CH2:10]1)=O)(C)(C)C.[CH3:45][NH2:46]. No catalyst specified. The product is [NH2:8][C:9]1([C:42]([NH:46][CH3:45])=[O:43])[CH2:14][CH2:13][N:12]([C:15]2[CH:20]=[CH:19][CH:18]=[C:17]([C:21]3[C:29]4[C:24](=[CH:25][N:26]=[C:27]([C:30]5[CH:31]=[N:32][CH:33]=[CH:34][CH:35]=5)[CH:28]=4)[NH:23][N:22]=3)[N:16]=2)[CH2:11][CH2:10]1. The yield is 0.240.